Binary Classification. Given a T-cell receptor sequence (or CDR3 region) and an epitope sequence, predict whether binding occurs between them. From a dataset of TCR-epitope binding with 47,182 pairs between 192 epitopes and 23,139 TCRs. (1) The epitope is TPINLVRDL. The TCR CDR3 sequence is CASSQTSGGPNTGELFF. Result: 0 (the TCR does not bind to the epitope). (2) The epitope is TFYLTNDVSFL. The TCR CDR3 sequence is CASSSGLAGGNEQFF. Result: 0 (the TCR does not bind to the epitope). (3) The epitope is HTTDPSFLGRY. The TCR CDR3 sequence is CASREDGEKLFF. Result: 1 (the TCR binds to the epitope). (4) Result: 1 (the TCR binds to the epitope). The TCR CDR3 sequence is CASKKSTGGNTDTQYF. The epitope is KRWIILGLNK. (5) The epitope is KLGGALQAK. The TCR CDR3 sequence is CASSPGTSGGPFHYNEQFF. Result: 0 (the TCR does not bind to the epitope). (6) The epitope is NLNESLIDL. The TCR CDR3 sequence is CASSEFHTDTQYF. Result: 0 (the TCR does not bind to the epitope).